Dataset: Full USPTO retrosynthesis dataset with 1.9M reactions from patents (1976-2016). Task: Predict the reactants needed to synthesize the given product. Given the product [C:10]1([C:8]2[C:7]([C:16]3[CH:23]=[CH:22][C:19]([CH:20]=[O:21])=[CH:18][CH:17]=3)=[N:6][C:5]3[N:4]([N:3]=[C:2]([C:28]#[C:27][Si:26]([CH3:43])([CH3:42])[CH3:25])[N:24]=3)[CH:9]=2)[CH:15]=[CH:14][CH:13]=[CH:12][CH:11]=1, predict the reactants needed to synthesize it. The reactants are: Br[C:2]1[N:24]=[C:5]2[N:6]=[C:7]([C:16]3[CH:23]=[CH:22][C:19]([CH:20]=[O:21])=[CH:18][CH:17]=3)[C:8]([C:10]3[CH:15]=[CH:14][CH:13]=[CH:12][CH:11]=3)=[CH:9][N:4]2[N:3]=1.[CH3:25][Si:26]([CH3:43])([CH3:42])[C:27]#[C:28][Sn](CCCC)(CCCC)CCCC.